Predict the reactants needed to synthesize the given product. From a dataset of Full USPTO retrosynthesis dataset with 1.9M reactions from patents (1976-2016). (1) Given the product [NH2:7][C@H:8]([C:10]1[N:14]([C:15]2[CH:16]=[C:17]([CH:18]=[CH:19][CH:20]=2)[C:21]#[N:22])[C:13]2[CH:23]=[CH:24][CH:25]=[CH:26][C:12]=2[N:11]=1)[CH3:9], predict the reactants needed to synthesize it. The reactants are: C(OC(=O)[NH:7][C@H:8]([C:10]1[N:14]([C:15]2[CH:20]=[CH:19][CH:18]=[C:17]([C:21]#[N:22])[CH:16]=2)[C:13]2[CH:23]=[CH:24][CH:25]=[CH:26][C:12]=2[N:11]=1)[CH3:9])(C)(C)C.C(O)(C(F)(F)F)=O. (2) Given the product [C:47]([C:2]1[CH:7]=[CH:6][C:5]([C:8]2([C:14]([O:16][CH3:17])=[O:15])[CH2:11][C:10]([F:13])([F:12])[CH2:9]2)=[CH:4][CH:3]=1)#[N:48], predict the reactants needed to synthesize it. The reactants are: Br[C:2]1[CH:7]=[CH:6][C:5]([C:8]2([C:14]([O:16][CH3:17])=[O:15])[CH2:11][C:10]([F:13])([F:12])[CH2:9]2)=[CH:4][CH:3]=1.C1(P(C2CCCCC2)C2C=CC=CC=2C2C(OC)=CC=CC=2OC)CCCCC1.[CH3:47][N:48](C=O)C. (3) Given the product [C:1]([NH2:2])(=[O:12])[C:3]1[CH:8]=[CH:7][CH:6]=[N:5][CH:4]=1, predict the reactants needed to synthesize it. The reactants are: [C:1]([C:3]1[CH:4]=[N:5][CH:6]=[CH:7][CH:8]=1)#[N:2].[Na+].[Cl-].P([O-])([O-])([O-])=[O:12].[K+].[K+].[K+]. (4) Given the product [Cl:20][C:12]1[CH:11]=[C:10](/[C:4](=[N:5]\[O:6][CH:7]([CH3:9])[CH3:8])/[C:3]([OH:21])=[O:2])[CH:15]=[CH:14][C:13]=1[S:16]([CH3:19])(=[O:18])=[O:17], predict the reactants needed to synthesize it. The reactants are: C[O:2][C:3](=[O:21])/[C:4](/[C:10]1[CH:15]=[CH:14][C:13]([S:16]([CH3:19])(=[O:18])=[O:17])=[C:12]([Cl:20])[CH:11]=1)=[N:5]/[O:6][CH:7]([CH3:9])[CH3:8].[OH-].[Li+]. (5) The reactants are: [F:1][C:2]([F:27])([F:26])[S:3]([O:6][C:7]1[C:11]2[C:12]([O:16][CH3:17])=[N:13][CH:14]=[CH:15][C:10]=2[N:9]([C:18]2[C:23]([F:24])=[CH:22][CH:21]=[CH:20][C:19]=2[F:25])[N:8]=1)(=[O:5])=[O:4].[Cl:28]N1C(=O)CCC1=O.O. Given the product [F:27][C:2]([F:26])([F:1])[S:3]([O:6][C:7]1[C:11]2[C:12]([O:16][CH3:17])=[N:13][CH:14]=[C:15]([Cl:28])[C:10]=2[N:9]([C:18]2[C:23]([F:24])=[CH:22][CH:21]=[CH:20][C:19]=2[F:25])[N:8]=1)(=[O:5])=[O:4], predict the reactants needed to synthesize it. (6) Given the product [CH3:3][N:2]([CH3:1])[CH2:4][CH2:5][N:6]1[C:20](=[O:21])[C:15]2[CH:16]=[C:17](/[N:19]=[CH:25]\[C:24]3[CH:27]=[C:28]([OH:31])[CH:29]=[CH:30][C:23]=3[OH:22])[CH:18]=[C:13]3[C:14]=2[C:9](=[CH:10][CH:11]=[CH:12]3)[C:7]1=[O:8], predict the reactants needed to synthesize it. The reactants are: [CH3:1][N:2]([CH2:4][CH2:5][N:6]1[C:20](=[O:21])[C:15]2=[CH:16][C:17]([NH2:19])=[CH:18][C:13]3[C:14]2=[C:9]([CH:10]=[CH:11][CH:12]=3)[C:7]1=[O:8])[CH3:3].[OH:22][C:23]1[CH:30]=[CH:29][C:28]([OH:31])=[CH:27][C:24]=1[CH:25]=O. (7) Given the product [CH3:23][NH:22][C:12]1[N:11]=[C:10]([C:8]2[CH:9]=[C:2]3[C:3]([C:4]([NH2:5])=[N:38][NH:39]3)=[C:6]([S:24][CH3:25])[CH:7]=2)[CH:15]=[C:14]([N:16]2[CH2:20][CH2:19][CH2:18][C@H:17]2[CH3:21])[N:13]=1, predict the reactants needed to synthesize it. The reactants are: F[C:2]1[CH:9]=[C:8]([C:10]2[CH:15]=[C:14]([N:16]3[CH2:20][CH2:19][CH2:18][C@H:17]3[CH3:21])[N:13]=[C:12]([NH:22][CH3:23])[N:11]=2)[CH:7]=[C:6]([S:24][CH3:25])[C:3]=1[C:4]#[N:5].CCO.CCN(C(C)C)C(C)C.[NH2:38][NH2:39].